This data is from Catalyst prediction with 721,799 reactions and 888 catalyst types from USPTO. The task is: Predict which catalyst facilitates the given reaction. (1) Reactant: Br[C:2]1[C:9]([O:10][CH2:11][CH3:12])=[CH:8][C:5]([CH:6]=[O:7])=[CH:4][C:3]=1[O:13][CH2:14][CH3:15].[F:16][C:17]1[CH:22]=[C:21]([F:23])[CH:20]=[CH:19][C:18]=1B(O)O.P([O-])([O-])([O-])=O.[K+].[K+].[K+]. Product: [CH2:14]([O:13][C:3]1[CH:4]=[C:5]([CH:6]=[O:7])[CH:8]=[C:9]([O:10][CH2:11][CH3:12])[C:2]=1[C:20]1[CH:19]=[CH:18][C:17]([F:16])=[CH:22][C:21]=1[F:23])[CH3:15]. The catalyst class is: 12. (2) Reactant: C(OC([N:8]1[CH2:13][CH2:12][CH:11]([C:14]([OH:16])=O)[CH2:10][CH2:9]1)=O)(C)(C)C.Cl.C(N=C=N[CH2:23][CH2:24][CH2:25]N(C)C)C.C([NH:33][C:34]1[CH:39]=[CH:38][CH:37]=[CH:36][CH:35]=1)(C)(C)C.[CH2:40](N(CC)CC)C. Product: [C:24]([C:37]1[CH:36]=[CH:35][C:34]([NH:33][C:14]([CH:11]2[CH2:10][CH2:9][NH:8][CH2:13][CH2:12]2)=[O:16])=[CH:39][CH:38]=1)([CH3:25])([CH3:40])[CH3:23]. The catalyst class is: 96. (3) Product: [OH:1][C:2]1[CH:6]([CH2:7][CH2:8][C:9]2[CH:14]=[CH:13][CH:12]=[CH:11][CH:10]=2)[NH:5][C:4](=[O:15])[C:3]=1[C:31](=[O:32])[CH2:30][CH2:29][S:28][CH3:27]. Reactant: [OH:1][C:2]1[CH:6]([CH2:7][CH2:8][C:9]2[CH:14]=[CH:13][CH:12]=[CH:11][CH:10]=2)[NH:5][C:4](=[O:15])[CH:3]=1.CCN(CC)CC.C(Cl)CCl.[CH3:27][S:28][CH2:29][CH2:30][C:31](O)=[O:32].Cl.[Na+].[Cl-]. The catalyst class is: 251. (4) Product: [CH2:39]([S:36]([N:35]([CH2:49][C:50]([O:52][C:53]([CH3:56])([CH3:55])[CH3:54])=[O:51])[C:33]([CH:30]1[CH2:29][CH2:28][N:27]([C:22]2[C:23]([C:25]#[N:26])=[CH:24][C:19]([C:18]([O:17][CH2:15][CH3:16])=[O:47])=[C:20]([CH3:46])[N:21]=2)[CH2:32][CH2:31]1)=[O:34])(=[O:37])=[O:38])[C:40]1[CH:45]=[CH:44][CH:43]=[CH:42][CH:41]=1. Reactant: ClCC(O)=O.CCN(C(C)C)C(C)C.[CH2:15]([O:17][C:18](=[O:47])[C:19]1[CH:24]=[C:23]([C:25]#[N:26])[C:22]([N:27]2[CH2:32][CH2:31][CH:30]([C:33]([NH:35][S:36]([CH2:39][C:40]3[CH:45]=[CH:44][CH:43]=[CH:42][CH:41]=3)(=[O:38])=[O:37])=[O:34])[CH2:29][CH2:28]2)=[N:21][C:20]=1[CH3:46])[CH3:16].Cl[CH2:49][C:50]([O:52][C:53]([CH3:56])([CH3:55])[CH3:54])=[O:51]. The catalyst class is: 3. (5) Reactant: [NH2:1][C:2]1[C:3]([C:22]([NH2:24])=[O:23])=[N:4][C:5]([C:8]2[CH:13]=[CH:12][CH:11]=[C:10]([O:14]CC3C=CC=CC=3)[CH:9]=2)=[CH:6][N:7]=1. Product: [NH2:1][C:2]1[C:3]([C:22]([NH2:24])=[O:23])=[N:4][C:5]([C:8]2[CH:13]=[CH:12][CH:11]=[C:10]([OH:14])[CH:9]=2)=[CH:6][N:7]=1. The catalyst class is: 153. (6) Reactant: [CH3:1][N:2]1[C:6]([CH2:7][OH:8])=[CH:5][N:4]=[C:3]1[SH:9].[CH3:10][C:11](C)([O-])C.[K+].C(I)C. Product: [CH2:10]([S:9][C:3]1[N:2]([CH3:1])[C:6]([CH2:7][OH:8])=[CH:5][N:4]=1)[CH3:11]. The catalyst class is: 7.